From a dataset of Full USPTO retrosynthesis dataset with 1.9M reactions from patents (1976-2016). Predict the reactants needed to synthesize the given product. (1) Given the product [NH2:26][C:24]1[N:25]=[C:1]([CH3:2])[C:4]2[C:9](=[O:10])[CH2:8][CH:7]([C:11]3[CH:16]=[CH:15][CH:14]=[CH:13][C:12]=3[Br:17])[CH2:6][C:5]=2[N:23]=1, predict the reactants needed to synthesize it. The reactants are: [C:1]([CH:4]1[C:9](=[O:10])[CH2:8][CH:7]([C:11]2[CH:16]=[CH:15][CH:14]=[CH:13][C:12]=2[Br:17])[CH2:6][C:5]1=O)(=O)[CH3:2].CNC.Cl.[NH2:23][C:24]([NH2:26])=[NH:25]. (2) Given the product [CH:31]1([O:30][C:27]2[CH:26]=[CH:25][C:24]([C:20]3[O:21][C:22]([CH3:23])=[C:18]([CH2:17][CH2:16][O:15][C:12]4[CH:11]=[CH:10][C:9]([O:8][C:5]([CH3:7])([CH3:6])[C:4]([OH:37])=[O:3])=[CH:14][CH:13]=4)[N:19]=3)=[CH:29][CH:28]=2)[CH2:32][CH2:33][CH2:34][CH2:35][CH2:36]1, predict the reactants needed to synthesize it. The reactants are: C([O:3][C:4](=[O:37])[C:5]([O:8][C:9]1[CH:14]=[CH:13][C:12]([O:15][CH2:16][CH2:17][C:18]2[N:19]=[C:20]([C:24]3[CH:29]=[CH:28][C:27]([O:30][CH:31]4[CH2:36][CH2:35][CH2:34][CH2:33][CH2:32]4)=[CH:26][CH:25]=3)[O:21][C:22]=2[CH3:23])=[CH:11][CH:10]=1)([CH3:7])[CH3:6])C.[OH-].[Na+]. (3) The reactants are: [F:1][C:2]1[CH:14]=[CH:13][C:5]([C:6]([NH:8][CH2:9][C:10]([OH:12])=O)=[O:7])=[CH:4][CH:3]=1.[C:15]1([CH:21]([NH2:32])[C:22]2[CH:27]=[CH:26][CH:25]=[C:24]([C:28]([F:31])([F:30])[F:29])[CH:23]=2)[CH:20]=[CH:19][CH:18]=[CH:17][CH:16]=1. Given the product [F:1][C:2]1[CH:3]=[CH:4][C:5]([C:6]([NH:8][CH2:9][C:10](=[O:12])[NH:32][CH:21]([C:15]2[CH:16]=[CH:17][CH:18]=[CH:19][CH:20]=2)[C:22]2[CH:27]=[CH:26][CH:25]=[C:24]([C:28]([F:29])([F:30])[F:31])[CH:23]=2)=[O:7])=[CH:13][CH:14]=1, predict the reactants needed to synthesize it. (4) Given the product [F:27][C@H:7]1[CH2:8][C@H:9]([C:10]2[N:14]([CH3:15])[N:13]=[CH:12][CH:11]=2)[C@@H:5]([O:4][CH2:3][O:2][CH3:1])[CH2:6]1, predict the reactants needed to synthesize it. The reactants are: [CH3:1][O:2][CH2:3][O:4][C@H:5]1[C@H:9]([C:10]2[N:14]([CH3:15])[N:13]=[CH:12][CH:11]=2)[CH2:8][C@H:7](O)[CH2:6]1.COCCN(S(F)(F)[F:27])CCOC.C(=O)([O-])O.[Na+]. (5) Given the product [NH2:1][C:2]1[O:3][CH:4]=[C:5]([C:7]([NH:33][C@H:34]([CH:53]([CH3:55])[CH3:54])[C:35]([N:37]2[CH2:42][CH2:41][C@@:40]([C:44]3[CH:45]=[CH:46][C:47]([Cl:50])=[CH:48][CH:49]=3)([OH:43])[C:39]([CH3:51])([CH3:52])[CH2:38]2)=[O:36])=[O:9])[N:6]=1, predict the reactants needed to synthesize it. The reactants are: [NH2:1][C:2]1[O:3][CH:4]=[C:5]([C:7]([O-:9])=O)[N:6]=1.[Na+].C1C=CC2N(O)N=NC=2C=1.CCN=C=NCCCN(C)C.Cl.[NH2:33][C@H:34]([CH:53]([CH3:55])[CH3:54])[C:35]([N:37]1[CH2:42][CH2:41][C@@:40]([C:44]2[CH:49]=[CH:48][C:47]([Cl:50])=[CH:46][CH:45]=2)([OH:43])[C:39]([CH3:52])([CH3:51])[CH2:38]1)=[O:36]. (6) Given the product [CH2:34]([O:35][C:2](=[O:38])[CH:3]=[CH:4][C:5]1[CH:25]=[CH:26][C:19]([O:18][C:14]2[C:15]3[C:10](=[CH:9][C:8]([O:7][CH3:6])=[CH:17][CH:16]=3)[CH:11]=[C:12]([CH3:32])[C:13]=2[C:27]2[CH:31]=[CH:30][S:29][CH:28]=2)=[CH:20][CH:21]=1)[CH3:33], predict the reactants needed to synthesize it. The reactants are: [Li][CH2:2][CH2:3][CH2:4][CH3:5].[CH3:6][O:7][C:8]1[CH:9]=[C:10]2[C:15](=[CH:16][CH:17]=1)[C:14]([O:18][C:19]1[CH:26]=[CH:25]C(C=O)=[CH:21][CH:20]=1)=[C:13]([C:27]1[CH:31]=[CH:30][S:29][CH:28]=1)[C:12]([CH3:32])=[CH:11]2.[CH3:33][C:34](C)=[O:35].C(=O)=[O:38]. (7) Given the product [C:14]([O:13][C:11]([N:18]1[CH2:23][CH2:22][N:21]([C:2]2[S:6][CH:5]=[N:4][C:3]=2[C:7]([O:9][CH3:10])=[O:8])[CH2:20][CH2:19]1)=[O:12])([CH3:17])([CH3:15])[CH3:16], predict the reactants needed to synthesize it. The reactants are: Br[C:2]1[S:6][CH:5]=[N:4][C:3]=1[C:7]([O:9][CH3:10])=[O:8].[C:11]([N:18]1[CH2:23][CH2:22][NH:21][CH2:20][CH2:19]1)([O:13][C:14]([CH3:17])([CH3:16])[CH3:15])=[O:12].C1CCN2C(=NCCC2)CC1.